Dataset: Reaction yield outcomes from USPTO patents with 853,638 reactions. Task: Predict the reaction yield, written as a fraction of the theoretical maximum amount of product (1.0 means a 100% yield; for example, 0.34 means a 34% yield). (1) The reactants are [Br:1][C:2]1[C:11]([OH:12])=[CH:10][CH:9]=[C:8]2[C:3]=1[CH:4]=[CH:5][C:6]([NH:13][C:14]([C:16]1[C:20]3[CH:21]=[CH:22][CH:23]=[CH:24][C:19]=3[O:18][C:17]=1[CH2:25][CH2:26][CH2:27][CH3:28])=[O:15])=[CH:7]2.Br[CH2:30][C:31]#[N:32].C(=O)([O-])[O-].[K+].[K+]. The catalyst is CN(C=O)C. The product is [Br:1][C:2]1[C:11]([O:12][CH2:30][C:31]#[N:32])=[CH:10][CH:9]=[C:8]2[C:3]=1[CH:4]=[CH:5][C:6]([NH:13][C:14]([C:16]1[C:20]3[CH:21]=[CH:22][CH:23]=[CH:24][C:19]=3[O:18][C:17]=1[CH2:25][CH2:26][CH2:27][CH3:28])=[O:15])=[CH:7]2. The yield is 0.950. (2) The reactants are [Cl:1][C:2]1[CH:3]=[C:4]([NH:9][C:10](=[O:14])[CH:11]=NO)[CH:5]=[C:6]([Cl:8])[CH:7]=1.S(=O)(=O)(O)[OH:16]. No catalyst specified. The product is [Cl:1][C:2]1[CH:7]=[C:6]([Cl:8])[CH:5]=[C:4]2[C:3]=1[C:11](=[O:16])[C:10](=[O:14])[NH:9]2. The yield is 0.960.